From a dataset of Full USPTO retrosynthesis dataset with 1.9M reactions from patents (1976-2016). Predict the reactants needed to synthesize the given product. (1) The reactants are: Br[CH2:2]/[C:3](/[C:11]1([C:14]([O:16][CH2:17][CH3:18])=[O:15])[CH2:13][CH2:12]1)=[C:4](/[F:10])\[C:5]([O:7]CC)=O.C(=O)([O-])O.[Na+].[C:24]1([C@@H:30]([NH2:32])[CH3:31])[CH:29]=[CH:28][CH:27]=[CH:26][CH:25]=1. Given the product [CH2:17]([O:16][C:14]([C:11]1([C:3]2[CH2:2][N:32]([C@H:30]([C:24]3[CH:29]=[CH:28][CH:27]=[CH:26][CH:25]=3)[CH3:31])[C:5](=[O:7])[C:4]=2[F:10])[CH2:12][CH2:13]1)=[O:15])[CH3:18], predict the reactants needed to synthesize it. (2) The reactants are: [C:1]1(C)C=CC(OCC(Cl)=O)=C[CH:2]=1.[CH:13]1[C:18]([OH:19])=[CH:17][CH:16]=[C:15]([CH3:20])[CH:14]=1.[CH2:21]([O:23][C:24](=[O:28])[CH:25](Br)[CH3:26])[CH3:22].C(=O)([O-])[O-].[K+].[K+]. Given the product [CH2:21]([O:23][C:24](=[O:28])[CH:25]([O:19][C:18]1[CH:17]=[CH:16][C:15]([CH2:20][CH2:1][CH3:2])=[CH:14][CH:13]=1)[CH3:26])[CH3:22], predict the reactants needed to synthesize it. (3) Given the product [C:1]([O:5][C:6]([N:8]1[CH2:11][CH:10]([N:12]2[CH:16]=[C:15]([C:17](=[O:18])[NH2:36])[C:14]([C:20]3[CH:25]=[CH:24][C:23]([O:26][C:27]4[CH:32]=[CH:31][CH:30]=[CH:29][CH:28]=4)=[CH:22][CH:21]=3)=[N:13]2)[CH2:9]1)=[O:7])([CH3:2])([CH3:3])[CH3:4], predict the reactants needed to synthesize it. The reactants are: [C:1]([O:5][C:6]([N:8]1[CH2:11][CH:10]([N:12]2[CH:16]=[C:15]([C:17](O)=[O:18])[C:14]([C:20]3[CH:25]=[CH:24][C:23]([O:26][C:27]4[CH:32]=[CH:31][CH:30]=[CH:29][CH:28]=4)=[CH:22][CH:21]=3)=[N:13]2)[CH2:9]1)=[O:7])([CH3:4])([CH3:3])[CH3:2].[NH4+].[Cl-].C[N:36](C(ON1N=NC2C=CC=NC1=2)=[N+](C)C)C.F[P-](F)(F)(F)(F)F.CCN(C(C)C)C(C)C. (4) Given the product [Br:8][C:5]1[CH:6]=[CH:7][C:2]([C:21](=[O:20])[CH3:22])=[N:3][CH:4]=1, predict the reactants needed to synthesize it. The reactants are: Br[C:2]1[CH:7]=[CH:6][C:5]([Br:8])=[CH:4][N:3]=1.CC#N.C(=O)=O.C([Li])CCC.[O:20]1CC[CH2:22][CH2:21]1.CN(C)C(=O)C. (5) Given the product [Cl:1][C:2]1[N:10]=[CH:9][C:8]([Cl:11])=[CH:7][C:3]=1[C:4]([O:6][CH3:16])=[O:5], predict the reactants needed to synthesize it. The reactants are: [Cl:1][C:2]1[N:10]=[CH:9][C:8]([Cl:11])=[CH:7][C:3]=1[C:4]([OH:6])=[O:5].S(Cl)(Cl)=O.[CH3:16]O. (6) Given the product [CH2:6]([N:13]1[CH2:19][CH2:18][O:16][C@H:15]([CH2:4][OH:5])[CH2:14]1)[C:7]1[CH:12]=[CH:11][CH:10]=[CH:9][CH:8]=1, predict the reactants needed to synthesize it. The reactants are: C([C@@H]1[O:5][CH2:4]1)Cl.[CH2:6]([NH:13][CH2:14][CH2:15][OH:16])[C:7]1[CH:12]=[CH:11][CH:10]=[CH:9][CH:8]=1.O.[CH:18](O)(C)[CH3:19].[OH-].C([N+](CC)(CC)CC)C. (7) Given the product [NH2:10][C:5]1[C:4]([O:13][CH3:14])=[C:3]([OH:15])[C:2]([Br:1])=[CH:9][C:6]=1[CH:7]=[O:8], predict the reactants needed to synthesize it. The reactants are: [Br:1][C:2]1[C:3]([OH:15])=[C:4]([O:13][CH3:14])[C:5]([N+:10]([O-])=O)=[C:6]([CH:9]=1)[CH:7]=[O:8]. (8) Given the product [OH:2][C:3]1[C:21]([C:22]([F:25])([F:24])[F:23])=[CH:20][C:6]([C:7]([N:9]2[C:13]3[CH:14]=[CH:15][CH:16]=[CH:17][C:12]=3[S:11](=[O:19])(=[O:18])[CH2:10]2)=[O:8])=[CH:5][C:4]=1[C:26]([N:28]1[CH2:32][CH2:31][S:30][CH2:29]1)=[O:27], predict the reactants needed to synthesize it. The reactants are: C[O:2][C:3]1[C:21]([C:22]([F:25])([F:24])[F:23])=[CH:20][C:6]([C:7]([N:9]2[C:13]3[CH:14]=[CH:15][CH:16]=[CH:17][C:12]=3[S:11](=[O:19])(=[O:18])[CH2:10]2)=[O:8])=[CH:5][C:4]=1[C:26]([N:28]1[CH2:32][CH2:31][S:30][CH2:29]1)=[O:27].[Cl-].[Li+].Cl.